Dataset: Forward reaction prediction with 1.9M reactions from USPTO patents (1976-2016). Task: Predict the product of the given reaction. (1) The product is: [CH3:35][O:34][C:30]1[C:26]2[CH2:27][C@@H:28]3[C@@H:23]([CH2:24][C:25]=2[CH:33]=[CH:32][CH:31]=1)[N:22]([CH3:36])[CH2:21][C@H:20]([C:18]([OH:19])=[O:17])[CH2:29]3. Given the reactants C12(CS(O)(=O)=O)C(C)(C)C(CC1)CC2=O.C[O:17][C:18]([C@@H:20]1[CH2:29][C@H:28]2[C@@H:23]([CH2:24][C:25]3[CH:33]=[CH:32][CH:31]=[C:30]([O:34][CH3:35])[C:26]=3[CH2:27]2)[N:22]([CH3:36])[CH2:21]1)=[O:19].C(O)(C)C.[OH-].[Na+].S(=O)(=O)(O)O, predict the reaction product. (2) Given the reactants Br[C:2]1[S:3][C:4]2[CH:10]=[C:9](F)[CH:8]=[CH:7][C:5]=2[N:6]=1.CC1(C)C(C)(C)OB([C:20]2[CH:21]=[CH:22][C:23]([N:26]3CCOC[CH2:27]3)=[N:24][CH:25]=2)O1.[CH3:33][O:34]C1C=CC2N=C(C3C=NC(N)=NC=3)SC=2C=1, predict the reaction product. The product is: [CH3:33][O:34][C:8]1[CH:9]=[CH:10][C:4]2[S:3][C:2]([C:20]3[CH:21]=[CH:22][C:23]([NH:26][CH3:27])=[N:24][CH:25]=3)=[N:6][C:5]=2[CH:7]=1.